Dataset: Forward reaction prediction with 1.9M reactions from USPTO patents (1976-2016). Task: Predict the product of the given reaction. (1) Given the reactants F[P-](F)(F)(F)(F)F.CN(C)C(F)=[N+](C)C.[C:16]([O:20][C:21]([NH:23][C@@H:24]([CH:28]([CH3:30])[CH3:29])[C:25]([OH:27])=O)=[O:22])([CH3:19])([CH3:18])[CH3:17].C(N(C(C)C)CC)(C)C.[NH:40]1[C:48]2[C:43](=[CH:44][CH:45]=[CH:46][CH:47]=2)[CH2:42][C@H:41]1[C:49]([O:51][CH2:52][CH3:53])=[O:50], predict the reaction product. The product is: [C:16]([O:20][C:21]([NH:23][C@@H:24]([CH:28]([CH3:30])[CH3:29])[C:25]([N:40]1[C:48]2[C:43](=[CH:44][CH:45]=[CH:46][CH:47]=2)[CH2:42][C@H:41]1[C:49]([O:51][CH2:52][CH3:53])=[O:50])=[O:27])=[O:22])([CH3:17])([CH3:18])[CH3:19]. (2) Given the reactants [OH:1][CH:2]([CH:9]1[CH2:14][CH:13]2[CH2:15][CH:10]1[CH:11]=[CH:12]2)[CH2:3][CH2:4][CH2:5][CH2:6][O:7][CH3:8].[C:16](OC(=O)C)(=[O:18])[CH3:17].O, predict the reaction product. The product is: [C:16]([O:1][CH:2]([CH:9]1[CH2:14][CH:13]2[CH2:15][CH:10]1[CH:11]=[CH:12]2)[CH2:3][CH2:4][CH2:5][CH2:6][O:7][CH3:8])(=[O:18])[CH3:17]. (3) Given the reactants [N:1]1[C:9]2[C:4](=[N:5][CH:6]=[CH:7][CH:8]=2)[NH:3][C:2]=1[CH2:10][C:11]#N.C([O-])(O)=[O:14].[Na+].[CH3:18][CH2:19][OH:20], predict the reaction product. The product is: [N:1]1[C:9]2[C:4](=[N:5][CH:6]=[CH:7][CH:8]=2)[NH:3][C:2]=1[CH2:10][C:11]([O:20][CH2:19][CH3:18])=[O:14]. (4) The product is: [CH3:7][CH:8]([CH3:20])[C:9]([O:11][C@@H:12]([O:16][C:17]([CH3:19])=[S:18])[CH:13]([CH3:14])[CH3:15])=[O:10]. Given the reactants COC(C)(C)C.[CH3:7][CH:8]([CH3:20])[C:9]([O:11][CH:12]([O:16][C:17]([CH3:19])=[S:18])[CH:13]([CH3:15])[CH3:14])=[O:10], predict the reaction product.